From a dataset of hERG Central: cardiac toxicity at 1µM, 10µM, and general inhibition. Predict hERG channel inhibition at various concentrations. (1) The compound is C/C(Cl)=C/Cn1c(SCCN2CCOCC2)nc2c1c(=O)[nH]c(=O)n2C. Results: hERG_inhib (hERG inhibition (general)): blocker. (2) The drug is CN1CC(=O)N=C1N.Cl. Results: hERG_inhib (hERG inhibition (general)): blocker.